Dataset: Reaction yield outcomes from USPTO patents with 853,638 reactions. Task: Predict the reaction yield, written as a fraction of the theoretical maximum amount of product (1.0 means a 100% yield; for example, 0.34 means a 34% yield). (1) The reactants are [F:1][C:2]([F:18])([F:17])[CH2:3][NH:4][CH:5]1[CH2:11][CH2:10][C:9]2[CH:12]=[C:13]([NH2:16])[CH:14]=[CH:15][C:8]=2[CH2:7][CH2:6]1.CC1(C)[C@]2(CS(O)(=O)=O)C(C[C@H]1CC2)=O.Cl[C:35]1[N:40]=[C:39]([NH:41][C@H:42]2[C@H:47]3[CH2:48][C@H:44]([CH2:45][CH2:46]3)[C@H:43]2[C:49]([NH2:51])=[O:50])[C:38]([Cl:52])=[CH:37][N:36]=1. No catalyst specified. The product is [Cl:52][C:38]1[C:39]([NH:41][C@H:42]2[C@H:47]3[CH2:48][C@H:44]([CH2:45][CH2:46]3)[C@H:43]2[C:49]([NH2:51])=[O:50])=[N:40][C:35]([NH:16][C:13]2[CH:14]=[CH:15][C:8]3[CH2:7][CH2:6][CH:5]([NH:4][CH2:3][C:2]([F:17])([F:18])[F:1])[CH2:11][CH2:10][C:9]=3[CH:12]=2)=[N:36][CH:37]=1. The yield is 0.300. (2) The reactants are [H-].[Na+].F[C:4]1[CH:5]=[C:6]2[C:11](=[CH:12][C:13]=1[O:14][CH3:15])[N:10]=[C:9]([C:16]1[CH:21]=[CH:20][CH:19]=[C:18]([C:22]([F:25])([F:24])[F:23])[CH:17]=1)[C:8]([CH3:26])=[C:7]2[C:27]([OH:29])=[O:28].[CH2:30]([S-:32])[CH3:31].[Na+].I[CH3:35]. The catalyst is CS(C)=O.O. The product is [CH2:30]([S:32][C:4]1[CH:5]=[C:6]2[C:11](=[CH:12][C:13]=1[O:14][CH3:15])[N:10]=[C:9]([C:16]1[CH:21]=[CH:20][CH:19]=[C:18]([C:22]([F:24])([F:25])[F:23])[CH:17]=1)[C:8]([CH3:26])=[C:7]2[C:27]([O:29][CH3:35])=[O:28])[CH3:31]. The yield is 0.770. (3) The reactants are [CH3:1][C:2]1[C:10]2[C:9]([O:11][CH2:12][C:13]3[O:17][N:16]=[C:15]([C:18]4[CH:23]=[CH:22][CH:21]=[CH:20][CH:19]=4)[CH:14]=3)=[N:8][CH:7]=[N:6][C:5]=2[S:4][CH:3]=1.[ClH:24]. The catalyst is CO. The product is [ClH:24].[CH3:1][C:2]1[C:10]2[C:9]([O:11][CH2:12][C:13]3[O:17][N:16]=[C:15]([C:18]4[CH:23]=[CH:22][CH:21]=[CH:20][CH:19]=4)[CH:14]=3)=[N:8][CH:7]=[N:6][C:5]=2[S:4][CH:3]=1. The yield is 0.720. (4) The reactants are [C:1]([C:3]1[CH:4]=[C:5]([CH2:13]O)[C:6]2[C:11]([CH:12]=1)=[CH:10][CH:9]=[CH:8][CH:7]=2)#[N:2].[Na+].[I-:16].C(OCC)(=O)C. The catalyst is C(#N)C. The product is [C:1]([C:3]1[CH:4]=[C:5]([CH2:13][I:16])[C:6]2[C:11]([CH:12]=1)=[CH:10][CH:9]=[CH:8][CH:7]=2)#[N:2]. The yield is 0.700. (5) The product is [CH3:52][C:53]1[C:57]([CH3:58])=[C:56]([NH:59][C:13]([N:10]2[CH2:9][CH2:8][C:6]3([O:5][CH2:4][CH:3]([C:2]4[N:1]=[C:38]([C:37]5[CH:41]=[CH:42][C:34]([O:33][C:32]([F:44])([F:43])[F:31])=[CH:35][CH:36]=5)[O:21][N:20]=4)[CH2:7]3)[CH2:12][CH2:11]2)=[O:15])[O:55][N:54]=1. The reactants are [NH2:1][C:2](=[N:20][OH:21])[CH:3]1[CH2:7][C:6]2([CH2:12][CH2:11][N:10]([C:13]([O:15]C(C)(C)C)=O)[CH2:9][CH2:8]2)[O:5][CH2:4]1.CCN(C(C)C)C(C)C.[F:31][C:32]([F:44])([F:43])[O:33][C:34]1[CH:42]=[CH:41][C:37]([C:38](Cl)=O)=[CH:36][CH:35]=1.Cl.O1CCOCC1.[CH3:52][C:53]1[C:57]([CH3:58])=[C:56]([NH:59]C(=O)OC2C=CC=CC=2)[O:55][N:54]=1. The yield is 0.360. The catalyst is C1COCC1.C(Cl)Cl.C(#N)C. (6) The reactants are [F:1][C:2]1[CH:10]=[CH:9][C:8]([Cl:11])=[CH:7][C:3]=1[C:4]([NH2:6])=[NH:5].C([O:14][C:15]([CH:17]1[C:21](=O)[CH2:20][CH2:19][O:18]1)=O)C. The catalyst is CCO. The product is [Cl:11][C:8]1[CH:9]=[CH:10][C:2]([F:1])=[C:3]([C:4]2[N:6]=[C:15]([OH:14])[C:17]3[O:18][CH2:19][CH2:20][C:21]=3[N:5]=2)[CH:7]=1. The yield is 0.530.